This data is from Reaction yield outcomes from USPTO patents with 853,638 reactions. The task is: Predict the reaction yield, written as a fraction of the theoretical maximum amount of product (1.0 means a 100% yield; for example, 0.34 means a 34% yield). (1) The reactants are [F:1][C:2]1[CH:7]=[C:6]([N+:8]([O-:10])=[O:9])[CH:5]=[CH:4][C:3]=1[O:11][CH:12]1[CH2:17][CH2:16][N:15](C(OC(C)(C)C)=O)[CH2:14][CH2:13]1.[C:25]([OH:31])([C:27]([F:30])([F:29])[F:28])=[O:26]. The catalyst is C(Cl)Cl. The product is [F:28][C:27]([F:30])([F:29])[C:25]([OH:31])=[O:26].[F:1][C:2]1[CH:7]=[C:6]([N+:8]([O-:10])=[O:9])[CH:5]=[CH:4][C:3]=1[O:11][CH:12]1[CH2:17][CH2:16][NH:15][CH2:14][CH2:13]1. The yield is 0.640. (2) The reactants are [F:1][C:2]1[CH:18]=[CH:17][C:5]([C:6]([N:8]2[CH2:13][CH2:12][CH2:11][C@H:10]([C:14]([OH:16])=O)[CH2:9]2)=[O:7])=[CH:4][CH:3]=1.[C:19]([O:23][C:24]([CH3:27])([CH3:26])[CH3:25])(=[O:22])[NH:20][NH2:21].C1C=CC2N(O)N=NC=2C=1.CCN=C=NCCCN(C)C.Cl. The catalyst is ClCCl. The product is [C:24]([O:23][C:19]([NH:20][NH:21][C:14]([C@H:10]1[CH2:11][CH2:12][CH2:13][N:8]([C:6](=[O:7])[C:5]2[CH:4]=[CH:3][C:2]([F:1])=[CH:18][CH:17]=2)[CH2:9]1)=[O:16])=[O:22])([CH3:27])([CH3:26])[CH3:25]. The yield is 0.470.